From a dataset of Full USPTO retrosynthesis dataset with 1.9M reactions from patents (1976-2016). Predict the reactants needed to synthesize the given product. Given the product [Cl:25][C:26]1[CH:31]=[CH:30][CH:29]=[C:28]([Cl:32])[C:27]=1[S:33]([O:17][C:15]1[CH:14]=[CH:13][C:11]2[NH:12][C:8]([NH:7][C:5](=[O:6])[NH:4][CH:1]3[CH2:3][CH2:2]3)=[N:9][C:10]=2[CH:16]=1)(=[O:35])=[O:34], predict the reactants needed to synthesize it. The reactants are: [CH:1]1([NH:4][C:5]([NH:7][C:8]2[NH:12][C:11]3[CH:13]=[CH:14][C:15]([OH:17])=[CH:16][C:10]=3[N:9]=2)=[O:6])[CH2:3][CH2:2]1.C(N(CC)CC)C.[Cl:25][C:26]1[CH:31]=[CH:30][CH:29]=[C:28]([Cl:32])[C:27]=1[S:33](Cl)(=[O:35])=[O:34].